The task is: Predict which catalyst facilitates the given reaction.. This data is from Catalyst prediction with 721,799 reactions and 888 catalyst types from USPTO. Reactant: C[O:2][C:3](=[O:20])[C:4]1[CH:9]=[CH:8][C:7]([N:10]([C:13]([O:15][C:16]([CH3:19])([CH3:18])[CH3:17])=[O:14])[CH2:11][CH3:12])=[N:6][CH:5]=1.O.[OH-].[Li+]. Product: [C:16]([O:15][C:13]([N:10]([CH2:11][CH3:12])[C:7]1[CH:8]=[CH:9][C:4]([C:3]([OH:20])=[O:2])=[CH:5][N:6]=1)=[O:14])([CH3:19])([CH3:18])[CH3:17]. The catalyst class is: 38.